This data is from Forward reaction prediction with 1.9M reactions from USPTO patents (1976-2016). The task is: Predict the product of the given reaction. Given the reactants [C:1]([NH:4]/[C:5](/[CH3:11])=[CH:6]\[C:7]([O:9][CH3:10])=[O:8])(=[O:3])[CH3:2], predict the reaction product. The product is: [C:1]([NH:4][C@H:5]([CH3:11])[CH2:6][C:7]([O:9][CH3:10])=[O:8])(=[O:3])[CH3:2].